Task: Predict the product of the given reaction.. Dataset: Forward reaction prediction with 1.9M reactions from USPTO patents (1976-2016) (1) Given the reactants Cl[C:2]([O:4][C:5]1[CH:10]=[CH:9][CH:8]=[CH:7][CH:6]=1)=[O:3].[CH2:11]1[O:13][CH:12]1[CH2:14][OH:15].C(N(CC)CC)C, predict the reaction product. The product is: [C:2](=[O:3])([O:15][CH2:14][CH:12]1[O:13][CH2:11]1)[O:4][C:5]1[CH:10]=[CH:9][CH:8]=[CH:7][CH:6]=1. (2) The product is: [CH3:15][C:13]1[CH:14]=[C:9]2[CH:8]=[CH:7][NH:6][C:10]2=[N:11][CH:12]=1. Given the reactants C([Si](C)(C)[N:6]1[C:10]2=[N:11][CH:12]=[C:13]([CH3:15])[CH:14]=[C:9]2[CH:8]=[CH:7]1)(C)(C)C.[F-].C([N+](CCCC)(CCCC)CCCC)CCC.O1CCCC1, predict the reaction product.